Dataset: Catalyst prediction with 721,799 reactions and 888 catalyst types from USPTO. Task: Predict which catalyst facilitates the given reaction. (1) Reactant: [C:1]([C:5]1[CH:10]=[CH:9][C:8]([OH:11])=[C:7]([C:12]([CH3:17])([CH3:16])[CH2:13][CH2:14][OH:15])[CH:6]=1)([CH3:4])([CH3:3])[CH3:2].[CH2:18](Br)[C:19]1[CH:24]=[CH:23][CH:22]=[CH:21][CH:20]=1.C(=O)([O-])[O-].[K+].[K+]. Product: [CH2:18]([O:11][C:8]1[CH:9]=[CH:10][C:5]([C:1]([CH3:4])([CH3:2])[CH3:3])=[CH:6][C:7]=1[C:12]([CH3:17])([CH3:16])[CH2:13][CH2:14][OH:15])[C:19]1[CH:24]=[CH:23][CH:22]=[CH:21][CH:20]=1. The catalyst class is: 3. (2) Reactant: [Cl:1][C:2]1[CH:7]=[CH:6][C:5]([CH:8]([C:20]2[CH:25]=[CH:24][C:23]([CH3:26])=[CH:22][C:21]=2[CH3:27])[NH:9][C:10](=[O:19])[CH2:11][C:12]2[CH:17]=[CH:16][C:15]([OH:18])=[CH:14][CH:13]=2)=[CH:4][CH:3]=1.C(=O)([O-])[O-].[Cs+].[Cs+].Cl[CH2:35][C:36]1[C:37]([CH2:42][CH3:43])=[N:38][O:39][C:40]=1[CH3:41].O. Product: [Cl:1][C:2]1[CH:3]=[CH:4][C:5]([CH:8]([C:20]2[CH:25]=[CH:24][C:23]([CH3:26])=[CH:22][C:21]=2[CH3:27])[NH:9][C:10](=[O:19])[CH2:11][C:12]2[CH:17]=[CH:16][C:15]([O:18][CH2:35][C:36]3[C:37]([CH2:42][CH3:43])=[N:38][O:39][C:40]=3[CH3:41])=[CH:14][CH:13]=2)=[CH:6][CH:7]=1. The catalyst class is: 3. (3) Reactant: [OH:1][C:2]([CH3:8])([CH3:7])[CH2:3][C:4](=[O:6])[CH3:5].CO.[Br:11]Br. Product: [Br:11][CH2:5][C:4](=[O:6])[CH2:3][C:2]([OH:1])([CH3:8])[CH3:7]. The catalyst class is: 6. (4) Reactant: [C:1]([O:5][C:6]([N:8]1[CH2:13][CH2:12][CH:11]([C:14]([OH:16])=O)[CH2:10][CH2:9]1)=[O:7])([CH3:4])([CH3:3])[CH3:2].Cl.CN(C)CCCN=C=NCC.C(N(CC)CC)C.[Cl:36][C:37]1[CH:50]=[C:49]([Cl:51])[CH:48]=[CH:47][C:38]=1[O:39][C:40]1[CH:45]=[CH:44][CH:43]=[CH:42][C:41]=1[NH2:46]. Product: [C:1]([O:5][C:6]([N:8]1[CH2:9][CH2:10][CH:11]([C:14](=[O:16])[NH:46][C:41]2[CH:42]=[CH:43][CH:44]=[CH:45][C:40]=2[O:39][C:38]2[CH:47]=[CH:48][C:49]([Cl:51])=[CH:50][C:37]=2[Cl:36])[CH2:12][CH2:13]1)=[O:7])([CH3:2])([CH3:3])[CH3:4]. The catalyst class is: 172.